This data is from Catalyst prediction with 721,799 reactions and 888 catalyst types from USPTO. The task is: Predict which catalyst facilitates the given reaction. (1) The catalyst class is: 5. Product: [CH2:16]=[C:8]([CH2:9][CH2:10][CH2:11][CH2:12][CH3:13])[C:7]([C:3]1[CH:2]=[N:1][CH:6]=[CH:5][CH:4]=1)=[O:14]. Reactant: [N:1]1[CH:6]=[CH:5][CH:4]=[C:3]([C:7](=[O:14])[CH2:8][CH2:9][CH2:10][CH2:11][CH2:12][CH3:13])[CH:2]=1.N1CCCC[CH2:16]1.C(O)(=O)C.C=O. (2) Reactant: [CH:1]1[C:6]([C:7](/[C:9](/Cl)=[N:10]/[OH:11])=[O:8])=[CH:5][CH:4]=[C:3]([Cl:13])[CH:2]=1.[F:14][C:15]([F:25])([F:24])[C:16]([C:20]([F:23])([F:22])[F:21])([OH:19])[C:17]#[CH:18].C(N(CC)CC)C. Product: [Cl:13][C:3]1[CH:4]=[CH:5][C:6]([C:7]([C:9]2[CH:18]=[C:17]([C:16]([OH:19])([C:15]([F:24])([F:14])[F:25])[C:20]([F:21])([F:23])[F:22])[O:11][N:10]=2)=[O:8])=[CH:1][CH:2]=1. The catalyst class is: 1. (3) Reactant: [CH2:1]([C@H:8]1[N:13]([C:14]([C:16]2[N:17]=[CH:18][N:19]([C@H:27]3[CH2:32][CH2:31][CH2:30][CH2:29][C@@H:28]3[OH:33])[C:20]=2[C:21]2[CH:26]=[CH:25][CH:24]=[CH:23][CH:22]=2)=[O:15])[CH2:12][CH2:11][N:10]([C:34]([O:36][C:37]([CH3:40])([CH3:39])[CH3:38])=[O:35])[CH2:9]1)[C:2]1[CH:7]=[CH:6][CH:5]=[CH:4][CH:3]=1.[H-].[Na+].Br[CH2:44][CH2:45][CH2:46][N:47]1[Si](C)(C)CC[Si]1(C)C. Product: [NH2:47][CH2:46][CH2:45][CH2:44][O:33][C@H:28]1[CH2:29][CH2:30][CH2:31][CH2:32][C@@H:27]1[N:19]1[C:20]([C:21]2[CH:26]=[CH:25][CH:24]=[CH:23][CH:22]=2)=[C:16]([C:14]([N:13]2[CH2:12][CH2:11][N:10]([C:34]([O:36][C:37]([CH3:40])([CH3:39])[CH3:38])=[O:35])[CH2:9][C@H:8]2[CH2:1][C:2]2[CH:3]=[CH:4][CH:5]=[CH:6][CH:7]=2)=[O:15])[N:17]=[CH:18]1. The catalyst class is: 3. (4) Reactant: [CH2:1]([N:3]=[C:4]=[O:5])[CH3:2].[OH:6][N:7]1[C:12]([CH3:14])([CH3:13])[CH2:11][CH:10]([OH:15])[CH2:9][C:8]1([CH3:17])[CH3:16]. Product: [CH2:1]([NH:3][C:4](=[O:5])[O:15][CH:10]1[CH2:11][C:12]([CH3:13])([CH3:14])[N:7]([O:6][C:4](=[O:5])[NH:3][CH2:1][CH3:2])[C:8]([CH3:17])([CH3:16])[CH2:9]1)[CH3:2]. The catalyst class is: 26. (5) Reactant: Br[C:2]1[C:3]([NH2:9])=[N:4][CH:5]=[C:6]([Br:8])[N:7]=1.[CH3:10][C:11]1(C)[C:15](C)(C)OB(C(C)=C)O1.C([O-])([O-])=O.[Cs+].[Cs+]. Product: [Br:8][C:6]1[N:7]=[C:2]([C:11]([CH3:15])=[CH2:10])[C:3]([NH2:9])=[N:4][CH:5]=1. The catalyst class is: 117. (6) Reactant: [Cl:1][C:2]1[CH:3]=[C:4]([CH:10]([NH2:18])[C:11]2[CH:16]=[CH:15][C:14]([F:17])=[CH:13][CH:12]=2)[CH:5]=[N:6][C:7]=1[O:8][CH3:9].[C:19]([O:23][C:24]([N:26]1[CH2:31][CH2:30][CH:29]([CH2:32][C:33](O)=[O:34])[CH2:28][CH2:27]1)=[O:25])([CH3:22])([CH3:21])[CH3:20].C(Cl)CCl.C1C=NC2N(O)N=NC=2C=1.C([O-])(O)=O.[Na+]. Product: [Cl:1][C:2]1[CH:3]=[C:4]([CH:10]([NH:18][C:33](=[O:34])[CH2:32][CH:29]2[CH2:30][CH2:31][N:26]([C:24]([O:23][C:19]([CH3:21])([CH3:20])[CH3:22])=[O:25])[CH2:27][CH2:28]2)[C:11]2[CH:16]=[CH:15][C:14]([F:17])=[CH:13][CH:12]=2)[CH:5]=[N:6][C:7]=1[O:8][CH3:9]. The catalyst class is: 34. (7) The catalyst class is: 279. Product: [CH:17]([NH:14][C:13]1[C:9]2[S:8][C:6]3[C:5]([C:10]=2[NH:11][N:12]=1)=[C:4]([CH3:15])[CH:3]=[C:2]([CH3:1])[N:7]=3)([CH3:19])[CH3:16]. Reactant: [CH3:1][C:2]1[N:7]=[C:6]2[S:8][C:9]3[C:13]([NH2:14])=[N:12][NH:11][C:10]=3[C:5]2=[C:4]([CH3:15])[CH:3]=1.[CH3:16][C:17]([CH3:19])=O.C(O)(=O)C.[BH-](OC(C)=O)(OC(C)=O)OC(C)=O.[Na+]. (8) Reactant: [N:1]1([C:5]([C:7]2[CH:8]=[C:9]([Cl:34])[C:10]([O:13][C:14]3[CH:15]=[C:16]([C:26]4[NH:30][C:29]([C:31]([OH:33])=O)=[CH:28][CH:27]=4)[CH:17]=[C:18]([O:20][C@@H:21]([CH3:25])[CH2:22][O:23][CH3:24])[CH:19]=3)=[N:11][CH:12]=2)=[O:6])[CH2:4][CH2:3][CH2:2]1.Cl.[Cl:36][CH2:37][CH2:38][NH2:39].CCN=C=NCCCN(C)C.Cl.[Cl-].[NH4+]. The catalyst class is: 112. Product: [N:1]1([C:5]([C:7]2[CH:8]=[C:9]([Cl:34])[C:10]([O:13][C:14]3[CH:15]=[C:16]([C:26]4[NH:30][C:29]([C:31]([NH:39][CH2:38][CH2:37][Cl:36])=[O:33])=[CH:28][CH:27]=4)[CH:17]=[C:18]([O:20][C@@H:21]([CH3:25])[CH2:22][O:23][CH3:24])[CH:19]=3)=[N:11][CH:12]=2)=[O:6])[CH2:2][CH2:3][CH2:4]1. (9) Reactant: [NH2:1][C:2]1[C:3]([C:22]2[CH:27]=[CH:26][C:25]([CH3:28])=[CH:24][CH:23]=2)=[C:4]([CH2:13][NH:14]C(=O)OC(C)(C)C)[C:5]([CH2:9][CH:10]([CH3:12])[CH3:11])=[N:6][C:7]=1[CH3:8].[C:29]([Cl:37])(=[O:36])[C:30]1[CH:35]=[CH:34][CH:33]=[CH:32][CH:31]=1.C(N(CC)CC)C.[OH-].[Na+].C(OC(=O)C)C.[ClH:53]. Product: [ClH:37].[ClH:53].[NH2:14][CH2:13][C:4]1[C:3]([C:22]2[CH:27]=[CH:26][C:25]([CH3:28])=[CH:24][CH:23]=2)=[C:2]([NH:1][C:29](=[O:36])[C:30]2[CH:35]=[CH:34][CH:33]=[CH:32][CH:31]=2)[C:7]([CH3:8])=[N:6][C:5]=1[CH2:9][CH:10]([CH3:12])[CH3:11]. The catalyst class is: 54.